This data is from Full USPTO retrosynthesis dataset with 1.9M reactions from patents (1976-2016). The task is: Predict the reactants needed to synthesize the given product. (1) Given the product [Cl:2][C:3]1[C:4](=[O:24])[NH:5][C:6](/[C:9](/[C:16]2[CH:21]=[CH:20][C:19]([S:22][CH3:23])=[CH:18][CH:17]=2)=[CH:10]/[CH:11]2[CH2:15][CH2:14][CH2:13][CH2:12]2)=[CH:7][CH:8]=1, predict the reactants needed to synthesize it. The reactants are: Br.[Cl:2][C:3]1[C:4]([O:24]C)=[N:5][C:6](/[C:9](/[C:16]2[CH:21]=[CH:20][C:19]([S:22][CH3:23])=[CH:18][CH:17]=2)=[CH:10]/[CH:11]2[CH2:15][CH2:14][CH2:13][CH2:12]2)=[CH:7][CH:8]=1.O. (2) Given the product [CH2:1]([O:5][CH2:6][CH2:7][O:8][C:9]1[CH:10]=[CH:11][C:12]([C:15]2[CH:16]=[CH:17][C:18]3[N:24]([CH2:11][CH:12]([CH3:15])[CH3:13])[CH2:23][CH2:22][C:21]([C:25]([NH:27][C:28]4[CH:33]=[CH:32][C:31]([CH:34]([OH:43])[C:35]5[CH:40]=[C:39]([CH3:41])[CH:38]=[CH:37][N+:36]=5[O-:42])=[C:30]([O:44][CH2:45][CH3:46])[CH:29]=4)=[O:26])=[CH:20][C:19]=3[CH:47]=2)=[CH:13][CH:14]=1)[CH2:2][CH2:3][CH3:4], predict the reactants needed to synthesize it. The reactants are: [CH2:1]([O:5][CH2:6][CH2:7][O:8][C:9]1[CH:14]=[CH:13][C:12]([C:15]2[CH:16]=[CH:17][C:18]3[NH:24][CH2:23][CH2:22][C:21]([C:25]([NH:27][C:28]4[CH:33]=[CH:32][C:31]([CH:34]([OH:43])[C:35]5[CH:40]=[C:39]([CH3:41])[CH:38]=[CH:37][N+:36]=5[O-:42])=[C:30]([O:44][CH2:45][CH3:46])[CH:29]=4)=[O:26])=[CH:20][C:19]=3[CH:47]=2)=[CH:11][CH:10]=1)[CH2:2][CH2:3][CH3:4].C(=O)(O)[O-].[Na+].